Dataset: Full USPTO retrosynthesis dataset with 1.9M reactions from patents (1976-2016). Task: Predict the reactants needed to synthesize the given product. (1) Given the product [CH3:1][C:2]([CH3:29])([O:5][C:6]1[C:15]([O:16][C:17]([CH3:20])([CH3:21])[CH:18]=[CH2:19])=[C:14]2[C:9]([C:10](=[O:28])[CH:11]=[C:12]([C:22]3[CH:27]=[CH:26][CH:25]=[CH:24][CH:23]=3)[O:13]2)=[CH:8][CH:7]=1)[CH:3]=[CH2:4], predict the reactants needed to synthesize it. The reactants are: [CH3:1][C:2]([CH3:29])([O:5][C:6]1[C:15]([O:16][C:17]([CH3:21])([CH3:20])[C:18]#[CH:19])=[C:14]2[C:9]([C:10](=[O:28])[CH:11]=[C:12]([C:22]3[CH:27]=[CH:26][CH:25]=[CH:24][CH:23]=3)[O:13]2)=[CH:8][CH:7]=1)[C:3]#[CH:4]. (2) Given the product [CH3:1][N:2]1[CH:6]=[C:5]([NH:7][C:8]2[N:13]=[C:12]([NH:14][CH:15]3[C:19]4([CH2:20][CH2:21][CH2:22][CH2:23]4)[CH2:18][NH:17][CH2:16]3)[CH:11]=[CH:10][N:9]=2)[CH:4]=[N:3]1, predict the reactants needed to synthesize it. The reactants are: [CH3:1][N:2]1[CH:6]=[C:5]([NH:7][C:8]2[N:13]=[C:12]([NH:14][CH:15]3[C:19]4([CH2:23][CH2:22][CH2:21][CH2:20]4)[CH2:18][N:17](C(OC(C)(C)C)=O)[CH2:16]3)[CH:11]=[CH:10][N:9]=2)[CH:4]=[N:3]1.C(O)(C(F)(F)F)=O. (3) Given the product [CH3:1][C:2]1[N:6]=[C:5]([C:7]2[C:8]3[CH2:26][CH2:25][CH2:24][CH2:23][C:9]=3[S:10][C:11]=2[NH:12][C:13]([C:14]2[CH2:15][CH2:16][CH2:17][CH2:18][C:19]=2[C:20]([OH:21])=[O:30])=[O:22])[O:4][N:3]=1, predict the reactants needed to synthesize it. The reactants are: [CH3:1][C:2]1[N:6]=[C:5]([C:7]2[C:8]3[CH2:26][CH2:25][CH2:24][CH2:23][C:9]=3[S:10][C:11]=2[N:12]2[C:20](=[O:21])[C:19]3[CH2:18][CH2:17][CH2:16][CH2:15][C:14]=3[C:13]2=[O:22])[O:4][N:3]=1.C1C[O:30]CC1. (4) Given the product [CH3:1][CH:2]1[CH2:7][N:6]([C:8]2[C:13]([Cl:14])=[CH:12][C:11]([Cl:15])=[CH:10][C:9]=2[Cl:16])[S:5](=[O:17])(=[O:18])[N:4]([CH2:19][C:20]([OH:22])=[O:21])[CH2:3]1, predict the reactants needed to synthesize it. The reactants are: [CH3:1][CH:2]1[CH2:7][N:6]([C:8]2[C:13]([Cl:14])=[CH:12][C:11]([Cl:15])=[CH:10][C:9]=2[Cl:16])[S:5](=[O:18])(=[O:17])[N:4]([CH2:19][C:20]([O:22]C)=[O:21])[CH2:3]1.[Li+].[OH-].